This data is from NCI-60 drug combinations with 297,098 pairs across 59 cell lines. The task is: Regression. Given two drug SMILES strings and cell line genomic features, predict the synergy score measuring deviation from expected non-interaction effect. (1) Drug 1: C1=CC(=CC=C1C#N)C(C2=CC=C(C=C2)C#N)N3C=NC=N3. Drug 2: CCN(CC)CCNC(=O)C1=C(NC(=C1C)C=C2C3=C(C=CC(=C3)F)NC2=O)C. Cell line: CCRF-CEM. Synergy scores: CSS=-10.3, Synergy_ZIP=4.73, Synergy_Bliss=-2.84, Synergy_Loewe=-9.83, Synergy_HSA=-10.9. (2) Drug 1: CS(=O)(=O)CCNCC1=CC=C(O1)C2=CC3=C(C=C2)N=CN=C3NC4=CC(=C(C=C4)OCC5=CC(=CC=C5)F)Cl. Drug 2: C(CCl)NC(=O)N(CCCl)N=O. Cell line: PC-3. Synergy scores: CSS=2.75, Synergy_ZIP=-2.79, Synergy_Bliss=-3.37, Synergy_Loewe=-1.38, Synergy_HSA=-1.89. (3) Synergy scores: CSS=-2.50, Synergy_ZIP=-1.49, Synergy_Bliss=-3.51, Synergy_Loewe=-3.26, Synergy_HSA=-2.81. Drug 2: C#CCC(CC1=CN=C2C(=N1)C(=NC(=N2)N)N)C3=CC=C(C=C3)C(=O)NC(CCC(=O)O)C(=O)O. Drug 1: CCC1(CC2CC(C3=C(CCN(C2)C1)C4=CC=CC=C4N3)(C5=C(C=C6C(=C5)C78CCN9C7C(C=CC9)(C(C(C8N6C)(C(=O)OC)O)OC(=O)C)CC)OC)C(=O)OC)O.OS(=O)(=O)O. Cell line: UACC-257. (4) Drug 1: CN1CCC(CC1)COC2=C(C=C3C(=C2)N=CN=C3NC4=C(C=C(C=C4)Br)F)OC. Drug 2: C1CNP(=O)(OC1)N(CCCl)CCCl. Cell line: UO-31. Synergy scores: CSS=23.4, Synergy_ZIP=-5.58, Synergy_Bliss=2.86, Synergy_Loewe=-24.3, Synergy_HSA=1.71.